From a dataset of NCI-60 drug combinations with 297,098 pairs across 59 cell lines. Regression. Given two drug SMILES strings and cell line genomic features, predict the synergy score measuring deviation from expected non-interaction effect. (1) Drug 1: C1=CC=C(C=C1)NC(=O)CCCCCCC(=O)NO. Drug 2: C1C(C(OC1N2C=NC3=C2NC=NCC3O)CO)O. Cell line: NCI-H522. Synergy scores: CSS=-0.394, Synergy_ZIP=0.0972, Synergy_Bliss=0.286, Synergy_Loewe=-3.12, Synergy_HSA=-3.04. (2) Drug 1: C1C(C(OC1N2C=C(C(=O)NC2=O)F)CO)O. Drug 2: C1C(C(OC1N2C=NC3=C(N=C(N=C32)Cl)N)CO)O. Cell line: K-562. Synergy scores: CSS=40.8, Synergy_ZIP=-6.20, Synergy_Bliss=0.444, Synergy_Loewe=-3.39, Synergy_HSA=3.41. (3) Drug 1: CCC1(CC2CC(C3=C(CCN(C2)C1)C4=CC=CC=C4N3)(C5=C(C=C6C(=C5)C78CCN9C7C(C=CC9)(C(C(C8N6C=O)(C(=O)OC)O)OC(=O)C)CC)OC)C(=O)OC)O.OS(=O)(=O)O. Drug 2: CC12CCC3C(C1CCC2OP(=O)(O)O)CCC4=C3C=CC(=C4)OC(=O)N(CCCl)CCCl.[Na+]. Cell line: SK-OV-3. Synergy scores: CSS=-3.39, Synergy_ZIP=-0.0552, Synergy_Bliss=-1.58, Synergy_Loewe=-4.73, Synergy_HSA=-3.73.